This data is from Full USPTO retrosynthesis dataset with 1.9M reactions from patents (1976-2016). The task is: Predict the reactants needed to synthesize the given product. Given the product [CH2:1]([C:3]1[CH:4]=[CH:5][C:6]([CH:9]2[CH2:14][N:13]([C:31]([N:28]3[CH2:29][CH2:30][N:25]([CH3:24])[CH2:26][CH2:27]3)=[O:32])[CH2:12][CH:11]([C:15]([NH:17][C:18]3[CH:19]=[CH:20][CH:21]=[CH:22][CH:23]=3)=[O:16])[CH2:10]2)=[CH:7][CH:8]=1)[CH3:2], predict the reactants needed to synthesize it. The reactants are: [CH2:1]([C:3]1[CH:8]=[CH:7][C:6]([CH:9]2[CH2:14][NH:13][CH2:12][CH:11]([C:15]([NH:17][C:18]3[CH:23]=[CH:22][CH:21]=[CH:20][CH:19]=3)=[O:16])[CH2:10]2)=[CH:5][CH:4]=1)[CH3:2].[CH3:24][N:25]1[CH2:30][CH2:29][N:28]([C:31](Cl)=[O:32])[CH2:27][CH2:26]1.